This data is from Full USPTO retrosynthesis dataset with 1.9M reactions from patents (1976-2016). The task is: Predict the reactants needed to synthesize the given product. The reactants are: Br[C:2]1[CH:3]=[CH:4][C:5]([C:15]([OH:17])=[O:16])=[N:6][C:7]=1[O:8][CH:9]([CH3:14])[C:10]([F:13])([F:12])[F:11].[CH:18]1([B-](F)(F)F)[CH2:20][CH2:19]1.[K+].C(=O)([O-])[O-].[Cs+].[Cs+].C(PC12CC3CC(CC(C3)C1)C2)CCC. Given the product [CH:18]1([C:2]2[CH:3]=[CH:4][C:5]([C:15]([OH:17])=[O:16])=[N:6][C:7]=2[O:8][CH:9]([CH3:14])[C:10]([F:13])([F:12])[F:11])[CH2:20][CH2:19]1, predict the reactants needed to synthesize it.